Dataset: Catalyst prediction with 721,799 reactions and 888 catalyst types from USPTO. Task: Predict which catalyst facilitates the given reaction. (1) Reactant: [Br:1][C:2]1[CH:10]=[CH:9][C:5]([C:6]([OH:8])=[O:7])=[CH:4][C:3]=1[OH:11].S(=O)(=O)(O)O.[C:17](=O)([O-])[O-].[Na+].[Na+]. Product: [Br:1][C:2]1[CH:10]=[CH:9][C:5]([C:6]([O:8][CH3:17])=[O:7])=[CH:4][C:3]=1[OH:11]. The catalyst class is: 5. (2) Reactant: [NH2:1][C:2]1[C:3]2[C:10]([C:11]3[CH:16]=[CH:15][C:14]([C@H:17]([NH:22][C:23]4[C:28]([C:29](=[O:40])[NH:30][C@H:31]([C:33]5[CH:38]=[CH:37][C:36]([F:39])=[CH:35][CH:34]=5)[CH3:32])=[CH:27][C:26]([C:41]#[N:42])=[CH:25][N:24]=4)[CH2:18][C:19]([OH:21])=O)=[CH:13][CH:12]=3)=[CH:9][N:8](S(C3C=CC=CC=3)(=O)=O)[C:4]=2[N:5]=[CH:6][N:7]=1.C[N:53](C(ON1N=NC2C=CC=CC1=2)=[N+](C)C)C.F[P-](F)(F)(F)(F)F.[NH4+].[Cl-]. Product: [NH2:53][C:19](=[O:21])[CH2:18][C@@H:17]([NH:22][C:23]1[N:24]=[CH:25][C:26]([C:41]#[N:42])=[CH:27][C:28]=1[C:29]([NH:30][C@H:31]([C:33]1[CH:34]=[CH:35][C:36]([F:39])=[CH:37][CH:38]=1)[CH3:32])=[O:40])[C:14]1[CH:15]=[CH:16][C:11]([C:10]2[C:3]3[C:2]([NH2:1])=[N:7][CH:6]=[N:5][C:4]=3[NH:8][CH:9]=2)=[CH:12][CH:13]=1. The catalyst class is: 2. (3) Reactant: [C:1]([O:5][C:6]([NH:8][C:9]1[CH2:10][C:11]([C:33]([OH:35])=O)=[CH:12][C:13]2[CH:19]=[CH:18][C:17]([C:20]3[CH:25]=[CH:24][C:23]([C:26]([N:28]4[CH2:32][CH2:31][CH2:30][CH2:29]4)=[O:27])=[CH:22][CH:21]=3)=[CH:16][C:14]=2[N:15]=1)=[O:7])([CH3:4])([CH3:3])[CH3:2].C1C=CC2N(O)N=NC=2C=1.CCN=C=NCCCN(C)C.[CH2:57]([NH:60][CH2:61][CH2:62][CH3:63])[CH2:58][CH3:59].C(N(CC)CC)C. Product: [CH2:57]([N:60]([CH2:61][CH2:62][CH3:63])[C:33]([C:11]1=[CH:12][C:13]2[CH:19]=[CH:18][C:17]([C:20]3[CH:25]=[CH:24][C:23]([C:26]([N:28]4[CH2:32][CH2:31][CH2:30][CH2:29]4)=[O:27])=[CH:22][CH:21]=3)=[CH:16][C:14]=2[N:15]=[C:9]([NH:8][C:6](=[O:7])[O:5][C:1]([CH3:2])([CH3:3])[CH3:4])[CH2:10]1)=[O:35])[CH2:58][CH3:59]. The catalyst class is: 4. (4) Reactant: P([O-])([O-])([O-])=O.[Na+].[Na+].[Na+].[CH:9]([O-:11])=[O:10].[Na+].[NH2:13][C@@H:14]([C:16](O)=O)[CH3:15].C1N=C(N)C2N=CN([C@@H]3O[C@H](COP(OP(OC[C@H]4O[C@@H:47]([N:49]5[CH:54]=[C:53]([C:55](N)=O)[CH2:52][CH:51]=[CH:50]5)[C@H:46](O)[C@@H:45]4O)(O)=O)(O)=O)[C@@H](O)[C@H]3O)C=2N=1.[CH3:63][C:64]1[C:69](O)=C(C=O)C(COP(O)(O)=O)=CN=1.[C:79]([O-])(=O)C(C)O.C([O-])=O.Cl. Product: [NH2:13][C@H:14]1[CH2:16][N:49]2[C:47]3[C:52]([C:53]([CH2:55][C:9]([O:11][CH2:63][CH2:64][CH3:69])=[O:10])=[C:54]2[CH2:79][CH2:15]1)=[CH:51][CH:50]=[CH:45][CH:46]=3. The catalyst class is: 6. (5) Reactant: [CH:1]1([C:4]2[CH:5]=[N:6][N:7]([CH3:17])[C:8]=2[C:9]2[CH:10]=[C:11]([C:14]([OH:16])=O)[S:12][CH:13]=2)[CH2:3][CH2:2]1.[NH2:18][C@@H:19]([CH2:32][C:33]1[CH:38]=[CH:37][CH:36]=[CH:35][C:34]=1[C:39]([F:42])([F:41])[F:40])[CH2:20][N:21]1[C:29](=[O:30])[C:28]2[C:23](=[CH:24][CH:25]=[CH:26][CH:27]=2)[C:22]1=[O:31].C1CN([P+](Br)(N2CCCC2)N2CCCC2)CC1.F[P-](F)(F)(F)(F)F.CCN(C(C)C)C(C)C. Product: [CH:1]1([C:4]2[CH:5]=[N:6][N:7]([CH3:17])[C:8]=2[C:9]2[CH:10]=[C:11]([C:14]([NH:18][C@@H:19]([CH2:32][C:33]3[CH:38]=[CH:37][CH:36]=[CH:35][C:34]=3[C:39]([F:42])([F:40])[F:41])[CH2:20][N:21]3[C:29](=[O:30])[C:28]4[C:23](=[CH:24][CH:25]=[CH:26][CH:27]=4)[C:22]3=[O:31])=[O:16])[S:12][CH:13]=2)[CH2:2][CH2:3]1. The catalyst class is: 22. (6) Reactant: [F:1][C:2]1[CH:7]=[CH:6][C:5]([CH:8]([OH:22])[CH:9]([C:16]2[CH:17]=[N:18][CH:19]=[CH:20][CH:21]=2)[C:10]2[CH:11]=[N:12][CH:13]=[CH:14][CH:15]=2)=[CH:4][CH:3]=1.CCN(C(C)C)C(C)C.[CH3:32][S:33](Cl)(=[O:35])=[O:34]. Product: [CH3:32][S:33]([O:22][CH:8]([C:5]1[CH:6]=[CH:7][C:2]([F:1])=[CH:3][CH:4]=1)[CH:9]([C:10]1[CH:11]=[N:12][CH:13]=[CH:14][CH:15]=1)[C:16]1[CH:17]=[N:18][CH:19]=[CH:20][CH:21]=1)(=[O:35])=[O:34]. The catalyst class is: 554. (7) Reactant: [C:1]([O:4][C@@H:5]1[C@H:9]([O:10][C:11](=[O:13])[CH3:12])[C@@H:8]([CH2:14][O:15][C:16](=[O:18])[CH3:17])[O:7][C@H:6]1[N:19]1[CH:27]=[N:26][C:25]2[C:20]1=[N:21][C:22](N)=[N:23][C:24]=2[Cl:28])(=[O:3])[CH3:2].[I:30]CI.CCCCCON=O. Product: [C:1]([O:4][C@@H:5]1[C@H:9]([O:10][C:11](=[O:13])[CH3:12])[C@@H:8]([CH2:14][O:15][C:16](=[O:18])[CH3:17])[O:7][C@H:6]1[N:19]1[CH:27]=[N:26][C:25]2[C:20]1=[N:21][C:22]([I:30])=[N:23][C:24]=2[Cl:28])(=[O:3])[CH3:2]. The catalyst class is: 10. (8) Reactant: S=C1[N:6]([C:7]([O:9][CH2:10][C:11]2[CH:16]=[CH:15][C:14]([O:17][C:18](=[O:20])[CH3:19])=[C:13]([O:21][CH3:22])[CH:12]=2)=[O:8])[CH2:5][CH2:4]S1.[O:23](CCN)[C:24]1[CH:29]=[CH:28][CH:27]=[CH:26][CH:25]=1.C(N(CC)CC)C. Product: [C:18]([O:17][C:14]1[CH:15]=[CH:16][C:11]([CH2:10][O:9][C:7](=[O:8])[NH:6][CH2:5][CH2:4][O:23][C:24]2[CH:29]=[CH:28][CH:27]=[CH:26][CH:25]=2)=[CH:12][C:13]=1[O:21][CH3:22])(=[O:20])[CH3:19]. The catalyst class is: 76. (9) Reactant: [Br:1][C:2]1[CH:3]=[CH:4][C:5]([CH2:8]O)=[N:6][CH:7]=1.S(Cl)([Cl:12])=O. Product: [ClH:12].[Br:1][C:2]1[CH:3]=[CH:4][C:5]([CH2:8][Cl:12])=[N:6][CH:7]=1. The catalyst class is: 34.